This data is from Full USPTO retrosynthesis dataset with 1.9M reactions from patents (1976-2016). The task is: Predict the reactants needed to synthesize the given product. (1) Given the product [CH:4]1([CH2:5][O:8][C:9](=[O:26])[CH:10]([C:15]2[CH:20]=[C:19]([O:32][CH2:31][CH:28]3[CH2:30][CH2:29]3)[C:18]([N+:22]([O-:24])=[O:23])=[CH:17][C:16]=2[F:25])[CH2:11][CH:12]([CH3:13])[CH3:14])[CH2:2][CH2:3]1, predict the reactants needed to synthesize it. The reactants are: [Li][CH2:2][CH2:3][CH2:4][CH3:5].C([O:8][C:9](=[O:26])[CH:10]([C:15]1[CH:20]=[C:19](F)[C:18]([N+:22]([O-:24])=[O:23])=[CH:17][C:16]=1[F:25])[CH2:11][CH:12]([CH3:14])[CH3:13])C.O.[CH:28]1([CH2:31][OH:32])[CH2:30][CH2:29]1. (2) Given the product [CH3:1][C:2]1([CH3:21])[O:20][C:6]2[C:7]([CH3:19])=[N:8][C:9]([C:13]3[CH:14]=[CH:15][CH:16]=[CH:17][CH:18]=3)=[C:10]([CH:11]=[O:12])[C:5]=2[CH2:4][O:3]1, predict the reactants needed to synthesize it. The reactants are: [CH3:1][C:2]1([CH3:21])[O:20][C:6]2=[C:7]([CH3:19])[N:8]=[C:9]([C:13]3[CH:18]=[CH:17][CH:16]=[CH:15][CH:14]=3)[C:10]([CH2:11][OH:12])=[C:5]2[CH2:4][O:3]1.